Dataset: Forward reaction prediction with 1.9M reactions from USPTO patents (1976-2016). Task: Predict the product of the given reaction. (1) The product is: [C:19]([O:18][C:16]([N:14]1[C@H:13]([CH3:23])[CH2:12][CH2:11][C@@H:10]([O:9][C:3]2[C:2]([Cl:1])=[C:7]([CH:6]=[CH:5][N:4]=2)[C:36]([O:39][CH3:40])=[O:38])[CH2:15]1)=[O:17])([CH3:22])([CH3:21])[CH3:20]. Given the reactants [Cl:1][C:2]1[C:3]([O:9][C@H:10]2[CH2:15][N:14]([C:16]([O:18][C:19]([CH3:22])([CH3:21])[CH3:20])=[O:17])[C@H:13]([CH3:23])[CH2:12][CH2:11]2)=[N:4][CH:5]=[CH:6][C:7]=1I.C(N(CC)CC)C.ClCCl.[C]=O.[C:36]([O:39][CH2:40]C)(=[O:38])C, predict the reaction product. (2) Given the reactants [Mg].Cl[CH:3]1[CH2:8][CH2:7][N:6]([CH3:9])[CH2:5][CH2:4]1.II.C1([Mg]Cl)CCCCC1.[NH2:20][C:21]1[CH:28]=[CH:27][CH:26]=[CH:25][C:22]=1[C:23]#N.C1C[O:32]CC1, predict the reaction product. The product is: [NH2:20][C:21]1[CH:28]=[CH:27][CH:26]=[CH:25][C:22]=1[C:23]([CH:3]1[CH2:8][CH2:7][N:6]([CH3:9])[CH2:5][CH2:4]1)=[O:32]. (3) Given the reactants [Cl-].[Cl:2][C:3]1[CH:13]=[CH:12][C:6]([CH2:7][NH2+:8][CH2:9][CH2:10]Cl)=[CH:5][CH:4]=1.[C:14]([C:16]1[CH:21]=[CH:20][C:19]([N:22]=[C:23]=[S:24])=[C:18]([CH2:25][CH3:26])[CH:17]=1)#[N:15], predict the reaction product. The product is: [C:14]([C:16]1[CH:21]=[CH:20][C:19]([N:22]=[C:23]2[N:8]([CH2:7][C:6]3[CH:12]=[CH:13][C:3]([Cl:2])=[CH:4][CH:5]=3)[CH2:9][CH2:10][S:24]2)=[C:18]([CH2:25][CH3:26])[CH:17]=1)#[N:15]. (4) Given the reactants [CH3:1][O:2][CH2:3][C@H:4]([CH3:31])[O:5][C:6]1[CH:7]=[C:8]([C:23]2[NH:27][C:26]([C:28]([OH:30])=O)=[CH:25][CH:24]=2)[CH:9]=[C:10]([O:12][C:13]2[CH:18]=[CH:17][C:16]([S:19]([CH3:22])(=[O:21])=[O:20])=[CH:15][CH:14]=2)[CH:11]=1.[NH2:32][CH2:33][CH2:34][CH2:35][OH:36].CCN=C=NCCCN(C)C.Cl.Cl, predict the reaction product. The product is: [OH:36][CH2:35][CH2:34][CH2:33][NH:32][C:28]([C:26]1[NH:27][C:23]([C:8]2[CH:9]=[C:10]([O:12][C:13]3[CH:14]=[CH:15][C:16]([S:19]([CH3:22])(=[O:20])=[O:21])=[CH:17][CH:18]=3)[CH:11]=[C:6]([O:5][C@@H:4]([CH3:31])[CH2:3][O:2][CH3:1])[CH:7]=2)=[CH:24][CH:25]=1)=[O:30]. (5) Given the reactants [F:1][C:2]1([F:25])[CH2:7][CH2:6][C:5]([CH2:9][NH:10][C:11]([C:13]2[C:14]3[CH:15]=[CH:16][C:17](Cl)=[N:18][C:19]=3[CH:20]=[CH:21][C:22]=2[Cl:23])=[O:12])([OH:8])[CH2:4][CH2:3]1.CCN(C(C)C)C(C)C.Cl.Cl.[N:37]1([CH:42]2[CH2:46][CH2:45][NH:44][CH2:43]2)[CH2:41][CH2:40][CH2:39][CH2:38]1, predict the reaction product. The product is: [F:1][C:2]1([F:25])[CH2:7][CH2:6][C:5]([CH2:9][NH:10][C:11]([C:13]2[C:14]3[CH:15]=[CH:16][C:17]([N:44]4[CH2:45][CH2:46][CH:42]([N:37]5[CH2:41][CH2:40][CH2:39][CH2:38]5)[CH2:43]4)=[N:18][C:19]=3[CH:20]=[CH:21][C:22]=2[Cl:23])=[O:12])([OH:8])[CH2:4][CH2:3]1. (6) Given the reactants [CH2:1]([C:3]1[N:4]=[C:5]2[C:10]([C:11]([F:14])([F:13])[F:12])=[CH:9][CH:8]=[CH:7][N:6]2[C:15]=1[C:16]1[CH:17]=[C:18]([OH:22])[CH:19]=[CH:20][CH:21]=1)[CH3:2].Br[C:24]1[CH:25]=[C:26]([S:30]([CH2:33][CH2:34][CH2:35][C:36]#[N:37])(=[O:32])=[O:31])[CH:27]=[CH:28][CH:29]=1, predict the reaction product. The product is: [CH2:1]([C:3]1[N:4]=[C:5]2[C:10]([C:11]([F:14])([F:13])[F:12])=[CH:9][CH:8]=[CH:7][N:6]2[C:15]=1[C:16]1[CH:17]=[C:18]([CH:19]=[CH:20][CH:21]=1)[O:22][C:24]1[CH:25]=[C:26]([S:30]([CH2:33][CH2:34][CH2:35][C:36]#[N:37])(=[O:32])=[O:31])[CH:27]=[CH:28][CH:29]=1)[CH3:2].